From a dataset of Full USPTO retrosynthesis dataset with 1.9M reactions from patents (1976-2016). Predict the reactants needed to synthesize the given product. (1) Given the product [NH2:1][C:2]1[C:3]2[N:14]([CH2:15][O:16][CH2:17][C:18]3[CH:23]=[CH:22][CH:21]=[CH:20][CH:19]=3)[CH:13]=[C:12]([C:24]#[C:34][CH2:33][CH2:32][CH2:31][OH:38])[C:4]=2[N:5]=[C:6]([CH2:8][CH2:9][CH2:10][CH3:11])[N:7]=1, predict the reactants needed to synthesize it. The reactants are: [NH2:1][C:2]1[C:3]2[N:14]([CH2:15][O:16][CH2:17][C:18]3[CH:23]=[CH:22][CH:21]=[CH:20][CH:19]=3)[CH:13]=[C:12]([C:24]#CCCCCO)[C:4]=2[N:5]=[C:6]([CH2:8][CH2:9][CH2:10][CH3:11])[N:7]=1.[CH2:31]([O:38]CN1C2C(N)=NC(CCCC)=NC=2C(I)=C1)[C:32]1C=CC=[CH:34][CH:33]=1.C(O)CCC#C. (2) Given the product [C:1]([O:5][C:6]([N:8]1[CH2:13][CH2:12][CH:11]([O:14][C:16]2[CH:21]=[CH:20][C:19]([N+:22]([O-:24])=[O:23])=[CH:18][CH:17]=2)[CH2:10][CH2:9]1)=[O:7])([CH3:4])([CH3:2])[CH3:3], predict the reactants needed to synthesize it. The reactants are: [C:1]([O:5][C:6]([N:8]1[CH2:13][CH2:12][CH:11]([OH:14])[CH2:10][CH2:9]1)=[O:7])([CH3:4])([CH3:3])[CH3:2].F[C:16]1[CH:21]=[CH:20][C:19]([N+:22]([O-:24])=[O:23])=[CH:18][CH:17]=1.[H-].[Na+].O.